This data is from Peptide-MHC class I binding affinity with 185,985 pairs from IEDB/IMGT. The task is: Regression. Given a peptide amino acid sequence and an MHC pseudo amino acid sequence, predict their binding affinity value. This is MHC class I binding data. (1) The peptide sequence is FLKEQGGL. The MHC is HLA-B15:03 with pseudo-sequence HLA-B15:03. The binding affinity (normalized) is 0. (2) The MHC is HLA-B35:01 with pseudo-sequence HLA-B35:01. The binding affinity (normalized) is 0.195. The peptide sequence is GPWHLGKLEM.